From a dataset of Full USPTO retrosynthesis dataset with 1.9M reactions from patents (1976-2016). Predict the reactants needed to synthesize the given product. (1) Given the product [CH3:1][C:2]1[CH:11]=[C:10]([CH2:12][OH:13])[C:9]2[C:4](=[CH:5][CH:6]=[CH:7][CH:8]=2)[N:3]=1, predict the reactants needed to synthesize it. The reactants are: [CH3:1][C:2]1[CH:11]=[C:10]([C:12](O)=[O:13])[C:9]2[C:4](=[CH:5][CH:6]=[CH:7][CH:8]=2)[N:3]=1.[H-].[Al+3].[Li+].[H-].[H-].[H-].O.[OH-].[Na+]. (2) Given the product [OH:14][N:15]=[C:6]([NH2:7])[C:5]1[CH:8]=[C:9]([O:11][CH3:12])[CH:10]=[C:3]([O:2][CH3:1])[CH:4]=1, predict the reactants needed to synthesize it. The reactants are: [CH3:1][O:2][C:3]1[CH:4]=[C:5]([CH:8]=[C:9]([O:11][CH3:12])[CH:10]=1)[C:6]#[N:7].Cl.[OH:14][NH2:15].C(=O)([O-])[O-].[K+].[K+]. (3) Given the product [NH2:41][C:37]1[C:36]2[N:42]=[C:43]3[CH2:48][O:47][CH2:46][C@H:45]([CH3:49])[N:44]3[C:35]=2[C:34]2[C:39](=[CH:40][C:31](/[CH:2]=[CH:1]/[C:22]([N:25]([CH3:28])[CH3:23])=[O:51])=[CH:32][CH:33]=2)[N:38]=1, predict the reactants needed to synthesize it. The reactants are: [C:1]1([CH3:22])C=CC=C[C:2]=1P(C1C=CC=CC=1C)C1C=CC=CC=1C.[CH2:23]([N:25]([CH2:28]C)CC)C.Br[C:31]1[CH:40]=[C:39]2[C:34]([C:35]3[N:44]4[C@@H:45]([CH3:49])[CH2:46][O:47][CH2:48][C:43]4=[N:42][C:36]=3[C:37]([NH2:41])=[N:38]2)=[CH:33][CH:32]=1.C([O-])([O-])=[O:51].[K+].[K+]. (4) The reactants are: [N:1]1([C:7]2[CH:12]=[CH:11][C:10]([N:13]3[C:17](=[O:18])[CH2:16][N:15]([CH2:19][C:20]4[CH:25]=[CH:24][N:23]=[CH:22][CH:21]=4)[C:14]3=[O:26])=[CH:9][CH:8]=2)[CH2:6][CH2:5][O:4][CH2:3][CH2:2]1.N1CCCCC1.[F:33][C:34]1[C:35]([OH:42])=[C:36]([CH:39]=[CH:40][CH:41]=1)[CH:37]=O. Given the product [F:33][C:34]1[C:35]([OH:42])=[C:36]([CH:39]=[CH:40][CH:41]=1)[CH2:37][CH:16]1[N:15]([CH2:19][C:20]2[CH:25]=[CH:24][N:23]=[CH:22][CH:21]=2)[C:14](=[O:26])[N:13]([C:10]2[CH:11]=[CH:12][C:7]([N:1]3[CH2:6][CH2:5][O:4][CH2:3][CH2:2]3)=[CH:8][CH:9]=2)[C:17]1=[O:18], predict the reactants needed to synthesize it. (5) Given the product [CH3:32][CH2:33][C:15]1[C:16]2[C:21](=[CH:20][CH:19]=[CH:18][CH:17]=2)[N:22]=[C:23]2[C:14]=1[CH2:13][N:12]1[C:10](=[O:11])[C:5]3[CH2:6][O:7][C:8]([C@:3]([OH:26])([CH2:2][CH3:1])[C:4]=3[CH:25]=[C:24]12)=[O:9], predict the reactants needed to synthesize it. The reactants are: [CH3:1][CH2:2][C@@:3]1([OH:26])[C:8](=[O:9])[O:7][CH2:6][C:5]2[C:10]([N:12]3[C:24](=[CH:25][C:4]1=2)[C:23]1[N:22]=[C:21]2[C:16]([CH:17]=[CH:18][CH:19]=[CH:20]2)=[CH:15][C:14]=1[CH2:13]3)=[O:11].S(=O)(=O)(O)O.[CH:32](=O)[CH2:33]C.OO. (6) Given the product [Cl:1][C:2]1[C:7]([F:8])=[C:6]([F:9])[CH:5]=[CH:4][C:3]=1[CH2:10][NH:11][C:12]([CH:14]1[CH2:18][N:17]([C:22]2[N:23]([CH3:27])[CH:24]=[CH:25][N:26]=2)[C:16](=[O:19])[N:15]1[CH3:20])=[O:13], predict the reactants needed to synthesize it. The reactants are: [Cl:1][C:2]1[C:7]([F:8])=[C:6]([F:9])[CH:5]=[CH:4][C:3]=1[CH2:10][NH:11][C:12]([CH:14]1[CH2:18][NH:17][C:16](=[O:19])[N:15]1[CH3:20])=[O:13].Br[C:22]1[N:23]([CH3:27])[CH:24]=[CH:25][N:26]=1.P([O-])([O-])([O-])=O.[K+].[K+].[K+].CN(C)[C@@H]1CCCC[C@H]1N. (7) Given the product [C:12]([C:11]1[CH:14]=[CH:15][C:8]([N:7]([CH2:6][CH:3]2[CH2:5][CH2:4]2)[CH2:21][C:22]([O:24][C:25]([CH3:28])([CH3:27])[CH3:26])=[O:23])=[CH:9][C:10]=1[C:16]([F:17])([F:18])[F:19])#[N:13], predict the reactants needed to synthesize it. The reactants are: [H-].[Na+].[CH:3]1([CH2:6][NH:7][C:8]2[CH:15]=[CH:14][C:11]([C:12]#[N:13])=[C:10]([C:16]([F:19])([F:18])[F:17])[CH:9]=2)[CH2:5][CH2:4]1.Br[CH2:21][C:22]([O:24][C:25]([CH3:28])([CH3:27])[CH3:26])=[O:23].C(OCC)C. (8) Given the product [CH2:72]([N:73]([CH2:68][CH3:69])[C:17]([C:9]1[CH:10]=[CH:11][C:12]2[C:13](=[O:16])[C:14]3[C:5]([O:6][C:7]=2[CH:8]=1)=[CH:4][CH:3]=[C:2]([F:1])[CH:15]=3)=[O:19])[CH3:71], predict the reactants needed to synthesize it. The reactants are: [F:1][C:2]1[CH:15]=[C:14]2[C:5]([O:6][C:7]3[CH:8]=[C:9]([C:17]([OH:19])=O)[CH:10]=[CH:11][C:12]=3[C:13]2=[O:16])=[CH:4][CH:3]=1.COC1C=CC=C2C=1OC1C=C(C(O)=O)C=CC=1C2=O.BrC1C=CC=C2C=1OC1C=C(C(O)=O)C=CC=1C2=O.CN(C(ON1N=N[C:69]2C=[CH:71][CH:72]=[N:73][C:68]1=2)=[N+](C)C)C.F[P-](F)(F)(F)(F)F.CN(C(ON1N=NC2C=CC=CC1=2)=[N+](C)C)C.F[P-](F)(F)(F)(F)F. (9) Given the product [Br:19][C:20]1[CH:28]=[CH:27][C:23]([C:24]([O:26][CH2:2][C:3]([C:5]2[CH:10]=[CH:9][C:8]([O:11][CH2:12][CH2:13][CH2:14][CH2:15][CH2:16][CH2:17][CH3:18])=[CH:7][CH:6]=2)=[O:4])=[O:25])=[CH:22][CH:21]=1, predict the reactants needed to synthesize it. The reactants are: Br[CH2:2][C:3]([C:5]1[CH:10]=[CH:9][C:8]([O:11][CH2:12][CH2:13][CH2:14][CH2:15][CH2:16][CH2:17][CH3:18])=[CH:7][CH:6]=1)=[O:4].[Br:19][C:20]1[CH:28]=[CH:27][C:23]([C:24]([OH:26])=[O:25])=[CH:22][CH:21]=1.C(O)(=O)CC(CC(O)=O)(C(O)=O)O.CC(=O)OCC. (10) Given the product [C:39]([NH:43][CH2:26][CH:25]([OH:27])[CH2:24][O:23][C:16]1[CH:15]=[C:14]2[C:19]([C:20](=[O:22])[CH:21]=[C:12]([C:11]3[CH:28]=[C:29]([O:31][CH2:32][C:33]4[CH:34]=[CH:35][CH:36]=[CH:37][CH:38]=4)[CH:30]=[C:9]([O:8][CH2:1][C:2]4[CH:7]=[CH:6][CH:5]=[CH:4][CH:3]=4)[CH:10]=3)[O:13]2)=[CH:18][CH:17]=1)([CH3:42])([CH3:41])[CH3:40], predict the reactants needed to synthesize it. The reactants are: [CH2:1]([O:8][C:9]1[CH:10]=[C:11]([CH:28]=[C:29]([O:31][CH2:32][C:33]2[CH:38]=[CH:37][CH:36]=[CH:35][CH:34]=2)[CH:30]=1)[C:12]1[O:13][C:14]2[C:19]([C:20](=[O:22])[CH:21]=1)=[CH:18][CH:17]=[C:16]([O:23][CH2:24][CH:25]1[O:27][CH2:26]1)[CH:15]=2)[C:2]1[CH:7]=[CH:6][CH:5]=[CH:4][CH:3]=1.[C:39]([NH2:43])([CH3:42])([CH3:41])[CH3:40].